Dataset: Reaction yield outcomes from USPTO patents with 853,638 reactions. Task: Predict the reaction yield, written as a fraction of the theoretical maximum amount of product (1.0 means a 100% yield; for example, 0.34 means a 34% yield). (1) The reactants are [H-].[Na+].[C:3]([C:5]1[CH:6]=[CH:7][C:8]([NH:11][C:12](=[O:19])[C@@H:13]([OH:18])[CH2:14][O:15][CH2:16][CH3:17])=[N:9][CH:10]=1)#[N:4].Cl[C:21]1[N:26]=[CH:25][N:24]=[C:23]2[N:27]([C:30]3[CH:35]=[CH:34][CH:33]=[CH:32][C:31]=3[C:36]([F:39])([F:38])[F:37])[N:28]=[CH:29][C:22]=12.C(O)(=O)CC(CC(O)=O)(C(O)=O)O. The catalyst is C1COCC1. The product is [C:3]([C:5]1[CH:6]=[CH:7][C:8]([NH:11][C:12](=[O:19])[C@@H:13]([O:18][C:21]2[C:22]3[CH:29]=[N:28][N:27]([C:30]4[CH:35]=[CH:34][CH:33]=[CH:32][C:31]=4[C:36]([F:38])([F:39])[F:37])[C:23]=3[N:24]=[CH:25][N:26]=2)[CH2:14][O:15][CH2:16][CH3:17])=[N:9][CH:10]=1)#[N:4]. The yield is 0.860. (2) The reactants are [C:1]([O:5][C@@H:6]([C:11]1[C:12]([C:22]2[CH:27]=[CH:26][C:25]([Cl:28])=[CH:24][CH:23]=2)=[C:13]2[CH:20]=[CH:19][N:18]([CH3:21])[C:14]2=[N:15][C:16]=1[CH3:17])[C:7]([O:9]C)=[O:8])([CH3:4])([CH3:3])[CH3:2].[OH-].[Na+].CO.Cl. The catalyst is O1CCCC1. The product is [C:1]([O:5][C@@H:6]([C:11]1[C:12]([C:22]2[CH:23]=[CH:24][C:25]([Cl:28])=[CH:26][CH:27]=2)=[C:13]2[CH:20]=[CH:19][N:18]([CH3:21])[C:14]2=[N:15][C:16]=1[CH3:17])[C:7]([OH:9])=[O:8])([CH3:4])([CH3:2])[CH3:3]. The yield is 0.980.